This data is from Forward reaction prediction with 1.9M reactions from USPTO patents (1976-2016). The task is: Predict the product of the given reaction. (1) Given the reactants [CH3:1][Si:2]([CH3:30])([CH3:29])[C:3]1[CH:4]=[C:5]([CH:22]=[C:23]([Si:25]([CH3:28])([CH3:27])[CH3:26])[CH:24]=1)[C:6]([NH:8][C:9]1[CH:14]=[CH:13][C:12](/[CH:15]=[C:16](\[CH3:20])/[C:17]([OH:19])=[O:18])=[C:11]([F:21])[CH:10]=1)=[O:7].[H][H], predict the reaction product. The product is: [CH3:28][Si:25]([CH3:26])([CH3:27])[C:23]1[CH:22]=[C:5]([CH:4]=[C:3]([Si:2]([CH3:1])([CH3:30])[CH3:29])[CH:24]=1)[C:6]([NH:8][C:9]1[CH:14]=[CH:13][C:12]([CH2:15][CH:16]([CH3:20])[C:17]([OH:19])=[O:18])=[C:11]([F:21])[CH:10]=1)=[O:7]. (2) Given the reactants Br[C:2]1[CH:7]=[CH:6][C:5]([Cl:8])=[C:4]([F:9])[CH:3]=1.[CH3:10][C:11]1([CH3:27])[C:15]([CH3:17])([CH3:16])[O:14][B:13]([B:13]2[O:14][C:15]([CH3:17])([CH3:16])[C:11]([CH3:27])([CH3:10])[O:12]2)[O:12]1.C([O-])(=O)C.[K+], predict the reaction product. The product is: [Cl:8][C:5]1[CH:6]=[CH:7][C:2]([B:13]2[O:14][C:15]([CH3:17])([CH3:16])[C:11]([CH3:27])([CH3:10])[O:12]2)=[CH:3][C:4]=1[F:9]. (3) Given the reactants [Br:1][C:2]1[CH:3]=[C:4]2[C:14](=[CH:15][CH:16]=1)[C@:7]1([O:11][C:10](=[O:12])[NH:9][C:8]1=[O:13])[CH2:6][C:5]2=[O:17].C([BH-](C(CC)C)C(CC)C)(CC)C.[Li+].O.Cl, predict the reaction product. The product is: [Br:1][C:2]1[CH:3]=[C:4]2[C:14](=[CH:15][CH:16]=1)[C@:7]1([O:11][C:10](=[O:12])[NH:9][C:8]1=[O:13])[CH2:6][C@H:5]2[OH:17]. (4) The product is: [Br:14][C:4]1[N:3]=[C:2]([F:1])[C:7]([OH:8])=[CH:6][CH:5]=1. Given the reactants [F:1][C:2]1[C:7]([OH:8])=[CH:6][CH:5]=[CH:4][N:3]=1.C([O-])(=O)C.[Na+].[Br:14]Br.[OH-].[Na+], predict the reaction product. (5) Given the reactants C[O:2][CH2:3][O:4][C:5]1[CH:14]=[CH:13][C:12]2[O:11][CH:10]([C:15]3[CH:20]=[CH:19][C:18](OCOC)=[CH:17][CH:16]=3)C3CC(O)CC3[C:7]=2[CH:6]=1.[CH2:29]([Mg]Cl)C=C.CCOCC.C([O-])(O)=O.[Na+].C(C1CC2C(C3C=CC(OCOC)=CC=3)O[C:52]3[CH:53]=[CH:54][C:55]([C:58]([O:60][CH3:61])=[O:59])=C[C:57]=3C2C1)C, predict the reaction product. The product is: [CH2:61]([O:60][C:58]([CH:55]1[CH:54]([CH2:53][CH:52]=[CH2:57])[C:6]2[C:5](=[CH:14][CH:13]=[C:12]([O:11][CH2:10][C:15]3[CH:20]=[CH:19][CH:18]=[CH:17][CH:16]=3)[CH:7]=2)[O:4][C:3]1=[O:2])=[O:59])[CH3:29]. (6) Given the reactants Cl.Cl.[NH:3]1[CH2:8][CH2:7][CH:6](/[CH:9]=[C:10]2/[C:11]([NH:16][CH2:17][C:18]#[CH:19])=[N:12][C:13](=[O:15])[S:14]/2)[CH2:5][CH2:4]1.[CH:20](=O)[C:21]1[CH:26]=[CH:25][CH:24]=[CH:23][CH:22]=1.C(O[BH-](OC(=O)C)OC(=O)C)(=O)C.[Na+].C(=O)([O-])O.[Na+], predict the reaction product. The product is: [CH2:20]([N:3]1[CH2:8][CH2:7][CH:6](/[CH:9]=[C:10]2/[C:11]([NH:16][CH2:17][C:18]#[CH:19])=[N:12][C:13](=[O:15])[S:14]/2)[CH2:5][CH2:4]1)[C:21]1[CH:26]=[CH:25][CH:24]=[CH:23][CH:22]=1. (7) Given the reactants [C:1]([O:5][C:6](=[O:23])[CH2:7]/[N:8]=[CH:9]/[CH2:10][C:11]([CH3:22])([CH3:21])[CH2:12][O:13][Si:14]([C:17]([CH3:20])([CH3:19])[CH3:18])([CH3:16])[CH3:15])([CH3:4])([CH3:3])[CH3:2].[Cl:24][C:25]1[C:26]([F:43])=[C:27](/[CH:31]=[C:32](/[C:35]2[CH:40]=[CH:39][C:38]([Cl:41])=[CH:37][C:36]=2[F:42])\[C:33]#[N:34])[CH:28]=[CH:29][CH:30]=1.C(N(CC)CC)C.C1CCN2C(=NCCC2)CC1, predict the reaction product. The product is: [C:1]([O:5][C:6]([CH:7]1[CH:31]([C:27]2[CH:28]=[CH:29][CH:30]=[C:25]([Cl:24])[C:26]=2[F:43])[C:32]([C:35]2[CH:40]=[CH:39][C:38]([Cl:41])=[CH:37][C:36]=2[F:42])([C:33]#[N:34])[CH:9]([CH2:10][C:11]([CH3:22])([CH3:21])[CH2:12][O:13][Si:14]([C:17]([CH3:20])([CH3:19])[CH3:18])([CH3:16])[CH3:15])[NH:8]1)=[O:23])([CH3:3])([CH3:2])[CH3:4].